Dataset: Reaction yield outcomes from USPTO patents with 853,638 reactions. Task: Predict the reaction yield, written as a fraction of the theoretical maximum amount of product (1.0 means a 100% yield; for example, 0.34 means a 34% yield). (1) The reactants are [OH:1][CH:2]1[CH2:6][CH2:5][N:4]([C:7]([O:9][CH2:10][C:11]2[CH:16]=[CH:15][CH:14]=[CH:13][CH:12]=2)=[O:8])[CH2:3]1.[Cr](Cl)([O-])(=O)=O.[NH+]1C=CC=CC=1. The catalyst is C(Cl)Cl. The product is [O:1]=[C:2]1[CH2:6][CH2:5][N:4]([C:7]([O:9][CH2:10][C:11]2[CH:16]=[CH:15][CH:14]=[CH:13][CH:12]=2)=[O:8])[CH2:3]1. The yield is 0.270. (2) The catalyst is N1C=CC=CC=1. The yield is 0.680. The product is [N+:17]([C:12]1[CH:13]=[N:14][CH:15]=[CH:16][C:11]=1[C:5]1[O:4][C@H:3]([CH2:2][O:1][C:20]([C:21]2[CH:26]=[CH:25][CH:24]=[CH:23][CH:22]=2)([C:33]2[CH:34]=[CH:35][CH:36]=[CH:37][CH:38]=2)[C:27]2[CH:28]=[CH:29][CH:30]=[CH:31][CH:32]=2)[C@@H:8]([OH:9])[C@H:7]([OH:10])[CH:6]=1)([O-:19])=[O:18]. The reactants are [OH:1][CH2:2][C@@H:3]1[C@@H:8]([OH:9])[C@H:7]([OH:10])[CH:6]=[C:5]([C:11]2[CH:16]=[CH:15][N:14]=[CH:13][C:12]=2[N+:17]([O-:19])=[O:18])[O:4]1.[C:20](Cl)([C:33]1[CH:38]=[CH:37][CH:36]=[CH:35][CH:34]=1)([C:27]1[CH:32]=[CH:31][CH:30]=[CH:29][CH:28]=1)[C:21]1[CH:26]=[CH:25][CH:24]=[CH:23][CH:22]=1. (3) The reactants are [NH2:1][C:2]1[S:3][C:4]([CH3:11])=[CH:5][C:6]=1[C:7]([O:9]C)=O.ClC(Cl)(O[C:16](=[O:22])OC(Cl)(Cl)Cl)Cl.C(N(CC)CC)C.[C:31]1([CH2:37][CH2:38][NH2:39])[CH:36]=[CH:35][CH:34]=[CH:33][CH:32]=1. The catalyst is C(Cl)Cl. The product is [CH3:11][C:4]1[S:3][C:2]2[NH:1][C:16](=[O:22])[N:39]([CH2:38][CH2:37][C:31]3[CH:36]=[CH:35][CH:34]=[CH:33][CH:32]=3)[C:7](=[O:9])[C:6]=2[CH:5]=1. The yield is 0.800. (4) The reactants are [C:1]([N:4]1[CH2:9][CH2:8][C:7](=[O:10])[CH2:6][CH2:5]1)(=[O:3])[CH3:2].[C:11](O[K])(C)(C)C.[Br:17][C:18]1[CH:23]=[CH:22][C:21]([N:24]=[C:25]=[S:26])=[C:20]([F:27])[CH:19]=1.CI. The catalyst is C1COCC1. The product is [C:1]([N:4]1[CH2:9][CH2:8][C:7](=[O:10])/[C:6](=[C:25](/[NH:24][C:21]2[CH:22]=[CH:23][C:18]([Br:17])=[CH:19][C:20]=2[F:27])\[S:26][CH3:11])/[CH2:5]1)(=[O:3])[CH3:2]. The yield is 0.510. (5) The reactants are [NH2:1][C:2]1[C:22]([CH:23]2[CH2:25][CH2:24]2)=[CH:21][C:5]2[C:6]([C:16]([O:18][CH2:19][CH3:20])=[O:17])=[C:7]([C:9]3[CH:14]=[CH:13][C:12]([F:15])=[CH:11][CH:10]=3)[O:8][C:4]=2[CH:3]=1.[Br:26][C:27]1[CH:28]=[C:29](B(O)O)[CH:30]=[CH:31][CH:32]=1.C(N(CC)CC)C. The catalyst is CCOC(C)=O.C([O-])(=O)C.[Cu+2].C([O-])(=O)C. The product is [Br:26][C:27]1[CH:32]=[C:31]([NH:1][C:2]2[C:22]([CH:23]3[CH2:25][CH2:24]3)=[CH:21][C:5]3[C:6]([C:16]([O:18][CH2:19][CH3:20])=[O:17])=[C:7]([C:9]4[CH:10]=[CH:11][C:12]([F:15])=[CH:13][CH:14]=4)[O:8][C:4]=3[CH:3]=2)[CH:30]=[CH:29][CH:28]=1. The yield is 0.510. (6) The reactants are [CH3:1][NH:2][C:3]1[CH:8]=[CH:7][C:6]([C:9]2[S:10][C:11]3[CH:17]=[C:16]([O:18]C)[CH:15]=[CH:14][C:12]=3[N:13]=2)=[CH:5][C:4]=1[I:20].B(Br)(Br)Br.O.C([O-])(O)=O.[Na+]. The catalyst is C(Cl)Cl. The product is [CH3:1][NH:2][C:3]1[CH:8]=[CH:7][C:6]([C:9]2[S:10][C:11]3[CH:17]=[C:16]([OH:18])[CH:15]=[CH:14][C:12]=3[N:13]=2)=[CH:5][C:4]=1[I:20]. The yield is 0.430.